This data is from Full USPTO retrosynthesis dataset with 1.9M reactions from patents (1976-2016). The task is: Predict the reactants needed to synthesize the given product. (1) Given the product [CH3:20][C:19]1[CH:18]=[C:17]([C:16]([F:24])([F:23])[F:15])[N:3]=[C:2]([NH:4][C:5]2[S:6][CH:7]=[C:8]([C:10]([O:12][CH2:13][CH3:14])=[O:11])[N:9]=2)[N:1]=1, predict the reactants needed to synthesize it. The reactants are: [NH2:1][C:2](=[N:4][C:5]1[S:6][CH:7]=[C:8]([C:10]([O:12][CH2:13][CH3:14])=[O:11])[N:9]=1)[NH2:3].[F:15][C:16]([F:24])([F:23])[C:17](=O)[CH2:18][C:19](=O)[CH3:20]. (2) Given the product [CH3:53][C:54]1([CH3:62])[O:61][C@@H:57]2[CH2:58][N:59]([C:25](=[O:26])[CH2:24][CH2:23][O:22][C:21]3[CH:28]=[CH:29][C:18]([CH2:17][NH:16][C:14]([C:13]4[CH:30]=[CH:31][C:10]([CH2:9][NH:8][C:6](=[O:7])[O:5][C:1]([CH3:4])([CH3:3])[CH3:2])=[CH:11][CH:12]=4)=[O:15])=[CH:19][CH:20]=3)[CH2:60][C@H:56]2[O:55]1, predict the reactants needed to synthesize it. The reactants are: [C:1]([O:5][C:6]([NH:8][CH2:9][C:10]1[CH:31]=[CH:30][C:13]([C:14]([NH:16][CH2:17][C:18]2[CH:29]=[CH:28][C:21]([O:22][CH2:23][CH2:24][C:25](O)=[O:26])=[CH:20][CH:19]=2)=[O:15])=[CH:12][CH:11]=1)=[O:7])([CH3:4])([CH3:3])[CH3:2].C1C=CC2N(O)N=NC=2C=1.CCN=C=NCCCN(C)C.[CH3:53][C:54]1([CH3:62])[O:61][C@@H:57]2[CH2:58][NH:59][CH2:60][C@H:56]2[O:55]1.CCN(C(C)C)C(C)C. (3) The reactants are: [I:1][C:2]1[CH:7]=[CH:6][CH:5]=[CH:4][C:3]=1[CH2:8][C:9]([OH:11])=[O:10].OS(O)(=O)=O.[CH3:17]O. Given the product [I:1][C:2]1[CH:7]=[CH:6][CH:5]=[CH:4][C:3]=1[CH2:8][C:9]([O:11][CH3:17])=[O:10], predict the reactants needed to synthesize it. (4) Given the product [Si:1]([O:8][CH2:9][CH2:10][CH2:11][CH2:12][CH2:13][CH2:14][CH2:15][C:16]#[C:17][CH:18]1[C:27]2[C:22](=[CH:23][C:24]([O:28][CH2:29][O:30][CH3:31])=[CH:25][CH:26]=2)[O:21][CH2:20][C:19]1([C:33]1[CH:38]=[CH:37][C:36]([O:39][CH2:40][O:41][CH3:42])=[CH:35][CH:34]=1)[CH3:32])([C:4]([CH3:7])([CH3:6])[CH3:5])([CH3:2])[CH3:3], predict the reactants needed to synthesize it. The reactants are: [Si:1]([O:8][CH2:9][CH2:10][CH2:11][CH2:12][CH2:13][CH2:14][CH2:15][C:16]#[C:17][C:18]1(O)[C:27]2[C:22](=[CH:23][C:24]([O:28][CH2:29][O:30][CH3:31])=[CH:25][CH:26]=2)[O:21][CH2:20][C:19]1([C:33]1[CH:38]=[CH:37][C:36]([O:39][CH2:40][O:41][CH3:42])=[CH:35][CH:34]=1)[CH3:32])([C:4]([CH3:7])([CH3:6])[CH3:5])([CH3:3])[CH3:2].C([BH3-])#N.[Na+].O.CCCCCC. (5) Given the product [NH2:1][C:2]1[N:3]=[C:21]([NH:20][C:17]2[CH:16]=[CH:15][C:14]([O:13][CH2:12][CH2:11][NH:10][CH2:23][CH3:24])=[CH:19][CH:18]=2)[S:22][C:27]=1[C:28]([C:30]1[CH:35]=[CH:34][CH:33]=[C:32]([F:36])[CH:31]=1)=[O:29], predict the reactants needed to synthesize it. The reactants are: [N:1]#[C:2][NH2:3].C(OC(=O)[N:10]([CH2:23][CH3:24])[CH2:11][CH2:12][O:13][C:14]1[CH:19]=[CH:18][C:17]([N:20]=[C:21]=[S:22])=[CH:16][CH:15]=1)(C)(C)C.Br[CH2:27][C:28]([C:30]1[CH:35]=[CH:34][CH:33]=[C:32]([F:36])[CH:31]=1)=[O:29].